Dataset: Catalyst prediction with 721,799 reactions and 888 catalyst types from USPTO. Task: Predict which catalyst facilitates the given reaction. (1) Product: [Br:22][C:23]1[N:24]=[C:25]([NH:30][C:2]2[CH:7]=[C:6]([C:8]3[N:9]=[N:10][N:11]([CH2:13][C:14]4[CH:19]=[CH:18][C:17]([O:20][CH3:21])=[CH:16][CH:15]=4)[CH:12]=3)[CH:5]=[CH:4][N:3]=2)[CH:26]=[C:27]([CH3:29])[CH:28]=1. Reactant: Br[C:2]1[CH:7]=[C:6]([C:8]2[N:9]=[N:10][N:11]([CH2:13][C:14]3[CH:19]=[CH:18][C:17]([O:20][CH3:21])=[CH:16][CH:15]=3)[CH:12]=2)[CH:5]=[CH:4][N:3]=1.[Br:22][C:23]1[CH:28]=[C:27]([CH3:29])[CH:26]=[C:25]([NH2:30])[N:24]=1.CC1(C)C2C(=C(P(C3C=CC=CC=3)C3C=CC=CC=3)C=CC=2)OC2C(P(C3C=CC=CC=3)C3C=CC=CC=3)=CC=CC1=2.C([O-])([O-])=O.[Cs+].[Cs+]. The catalyst class is: 318. (2) Reactant: O[NH:2]C(=O)C.C([O-])(C)(C)C.[K+].[Cl:12][C:13]1[C:14]([O:22][C:23]2[CH:24]=[N:25][C:26]([O:30][CH:31]([CH3:33])[CH3:32])=[C:27]([Cl:29])[CH:28]=2)=[CH:15][C:16](F)=[C:17]([CH:20]=1)[C:18]#[N:19].[OH2:34]. Product: [Cl:12][C:13]1[C:14]([O:22][C:23]2[CH:24]=[N:25][C:26]([O:30][CH:31]([CH3:33])[CH3:32])=[C:27]([Cl:29])[CH:28]=2)=[CH:15][C:16]2[O:34][N:19]=[C:18]([NH2:2])[C:17]=2[CH:20]=1. The catalyst class is: 3. (3) Reactant: [NH:1]1[CH2:6][CH2:5][CH2:4][CH2:3][CH2:2]1.[CH3:7][C:8]1[O:9][C:10]2[CH:16]=[C:15]([S:17](Cl)(=[O:19])=[O:18])[CH:14]=[CH:13][C:11]=2[N:12]=1. Product: [CH3:7][C:8]1[O:9][C:10]2[CH:16]=[C:15]([S:17]([N:1]3[CH2:6][CH2:5][CH2:4][CH2:3][CH2:2]3)(=[O:19])=[O:18])[CH:14]=[CH:13][C:11]=2[N:12]=1. The catalyst class is: 794. (4) Reactant: [Br:1][C:2]1[CH:3]=[C:4]([NH:23]CC2C=CC=CN=2)[CH:5]=[C:6]2[C:11]=1[N:10]=[CH:9][C:8]([C:12]#[N:13])=[C:7]2[NH:14][C:15]1[CH:20]=[CH:19][C:18]([F:21])=[C:17]([Cl:22])[CH:16]=1.[C:31]1([C:37]2[N:38]=[CH:39][NH:40][C:41]=2[CH:42]=O)[CH:36]=[CH:35][CH:34]=[CH:33][CH:32]=1.[BH3-]C#N.[Na+].NC1C=C2C(=CC=1)N=CC=C2. Product: [Br:1][C:2]1[CH:3]=[C:4]([NH:23][CH2:42][C:41]2[NH:40][CH:39]=[N:38][C:37]=2[C:31]2[CH:36]=[CH:35][CH:34]=[CH:33][CH:32]=2)[CH:5]=[C:6]2[C:11]=1[N:10]=[CH:9][C:8]([C:12]#[N:13])=[C:7]2[NH:14][C:15]1[CH:20]=[CH:19][C:18]([F:21])=[C:17]([Cl:22])[CH:16]=1. The catalyst class is: 36.